Dataset: Reaction yield outcomes from USPTO patents with 853,638 reactions. Task: Predict the reaction yield, written as a fraction of the theoretical maximum amount of product (1.0 means a 100% yield; for example, 0.34 means a 34% yield). (1) The reactants are Cl.[C:2]([NH2:10])(=[NH:9])[C:3]1[CH:8]=[CH:7][N:6]=[CH:5][CH:4]=1.[Na].[CH3:12][O:13][C:14](=[O:23])[C:15]([CH:18](OC)OC)=[CH:16]O.O. The catalyst is CN(C=O)C. The product is [CH3:12][O:13][C:14]([C:15]1[CH:16]=[N:9][C:2]([C:3]2[CH:8]=[CH:7][N:6]=[CH:5][CH:4]=2)=[N:10][CH:18]=1)=[O:23]. The yield is 0.880. (2) The reactants are Br[CH2:2][C:3]([C:5]1[CH:10]=[C:9]([Br:11])[C:8]([OH:12])=[C:7]([Br:13])[C:6]=1[OH:14])=O.[NH2:15][C:16](=[S:22])[C:17]([O:19][CH2:20][CH3:21])=[O:18]. The catalyst is C(O)C. The product is [Br:13][C:7]1[C:6]([OH:14])=[C:5]([C:3]2[N:15]=[C:16]([C:17]([O:19][CH2:20][CH3:21])=[O:18])[S:22][CH:2]=2)[CH:10]=[C:9]([Br:11])[C:8]=1[OH:12]. The yield is 0.450.